From a dataset of Full USPTO retrosynthesis dataset with 1.9M reactions from patents (1976-2016). Predict the reactants needed to synthesize the given product. (1) Given the product [F:14][C:2]([F:1])([C:8]1[CH:13]=[CH:12][N:11]=[CH:10][N:9]=1)[C:3]([OH:5])=[O:4], predict the reactants needed to synthesize it. The reactants are: [F:1][C:2]([F:14])([C:8]1[CH:13]=[CH:12][N:11]=[CH:10][N:9]=1)[C:3]([O:5]CC)=[O:4].C(O)C.O.[OH-].[Li+]. (2) Given the product [F:1][C:2]1[CH:3]=[C:4]([CH2:8][N:9]2[CH2:10][CH2:11][CH:12]([C:15]([NH:51][CH2:52][C:53]3[CH:54]=[CH:55][C:56]([CH2:59][NH:60][C:61](=[O:67])[O:62][C:63]([CH3:65])([CH3:64])[CH3:66])=[CH:57][CH:58]=3)=[O:17])[CH2:13][CH2:14]2)[CH:5]=[CH:6][CH:7]=1, predict the reactants needed to synthesize it. The reactants are: [F:1][C:2]1[CH:3]=[C:4]([CH2:8][N:9]2[CH2:14][CH2:13][CH:12]([C:15]([OH:17])=O)[CH2:11][CH2:10]2)[CH:5]=[CH:6][CH:7]=1.CCN(C(C)C)C(C)C.CN(C(ON1N=NC2C=CC=CC1=2)=[N+](C)C)C.F[P-](F)(F)(F)(F)F.[NH2:51][CH2:52][C:53]1[CH:58]=[CH:57][C:56]([CH2:59][NH:60][C:61](=[O:67])[O:62][C:63]([CH3:66])([CH3:65])[CH3:64])=[CH:55][CH:54]=1. (3) Given the product [CH:19]([C:18]1[O:22][C:14]2[C:15]3[CH:7]([CH2:6][CH2:5][NH:4][C:1](=[O:3])[CH3:2])[CH2:8][CH2:9][C:10]=3[CH:11]=[CH:12][C:13]=2[N:17]=1)([CH3:20])[CH3:21], predict the reactants needed to synthesize it. The reactants are: [C:1]([NH:4][CH2:5][CH2:6][CH:7]1[C:15]2[C:10](=[CH:11][CH:12]=[C:13]([NH:17][C:18](=[O:22])[CH:19]([CH3:21])[CH3:20])[C:14]=2O)[CH2:9][CH2:8]1)(=[O:3])[CH3:2].C1(C)C=CC(S([O-])(=O)=O)=CC=1.[NH+]1C=CC=CC=1. (4) Given the product [ClH:35].[NH2:6][CH2:5][CH2:4][C:3]1[CH:14]=[CH:15][C:16]([C:18]2[C:19]3[C:20]4[CH:33]=[CH:32][S:31][C:21]=4[C:22](=[O:30])[NH:23][C:24]=3[C:34]([Cl:36])=[CH:26][C:27]=2[O:28][CH3:29])=[CH:17][C:2]=1[F:1], predict the reactants needed to synthesize it. The reactants are: [F:1][C:2]1[CH:17]=[C:16]([C:18]2[C:19]3[C:20]4[CH:33]=[CH:32][S:31][C:21]=4[C:22](=[O:30])[NH:23][C:24]=3C=[CH:26][C:27]=2[O:28][CH3:29])[CH:15]=[CH:14][C:3]=1[CH2:4][CH2:5][NH:6]C(=O)OC(C)(C)C.[CH2:34]([Cl:36])[Cl:35]. (5) Given the product [NH2:7][CH2:8][C:9]([N:11]1[CH2:16][C@H:15]2[CH2:17][C@@H:12]1[CH2:13][N:14]2[CH2:18][C:19]1[CH:24]=[CH:23][C:22]([O:25][C:26]2[S:27][C:28]3[CH:34]=[CH:33][CH:32]=[CH:31][C:29]=3[N:30]=2)=[CH:21][CH:20]=1)=[O:10], predict the reactants needed to synthesize it. The reactants are: C(OC(=O)[NH:7][CH2:8][C:9]([N:11]1[CH2:16][C@H:15]2[CH2:17][C@@H:12]1[CH2:13][N:14]2[CH2:18][C:19]1[CH:24]=[CH:23][C:22]([O:25][C:26]2[S:27][C:28]3[CH:34]=[CH:33][CH:32]=[CH:31][C:29]=3[N:30]=2)=[CH:21][CH:20]=1)=[O:10])(C)(C)C.Cl. (6) The reactants are: C(N(C(C)C)CC)(C)C.Br[CH2:11][C:12]([C:14]1[C:15]([CH3:23])=[C:16]([C:19]([F:22])=[CH:20][CH:21]=1)[C:17]#[N:18])=[O:13].[C:24]([N:31]1[CH2:36][CH2:35][NH:34][C@H:33]([CH2:37][OH:38])[CH2:32]1)([O:26][C:27]([CH3:30])([CH3:29])[CH3:28])=[O:25]. Given the product [C:27]([O:26][C:24]([N:31]1[CH2:36][CH2:35][N:34]2[C@H:33]([CH2:37][O:38][C@@:12]([C:14]3[CH:21]=[CH:20][C:19]([F:22])=[C:16]([C:17]#[N:18])[C:15]=3[CH3:23])([OH:13])[CH2:11]2)[CH2:32]1)=[O:25])([CH3:30])([CH3:29])[CH3:28], predict the reactants needed to synthesize it. (7) Given the product [Cl:38][C:27]1[CH:26]=[C:25]([C:23]2[N:24]=[C:20]([NH:19][C:17](=[O:18])[CH2:16][N:10]3[C:6]4[C:5](=[O:12])[N:4]([CH3:13])[C:3](=[O:14])[N:2]([CH3:1])[C:7]=4[CH:8]=[CH:9]3)[S:21][CH:22]=2)[CH:30]=[C:29]([F:31])[C:28]=1[O:32][CH2:33][C:34]([F:35])([F:36])[F:37], predict the reactants needed to synthesize it. The reactants are: [CH3:1][N:2]1[C:7]2[C:8](C)=[CH:9][NH:10][C:6]=2[C:5](=[O:12])[N:4]([CH3:13])[C:3]1=[O:14].Br[CH2:16][C:17]([NH:19][C:20]1[S:21][CH:22]=[C:23]([C:25]2[CH:30]=[C:29]([F:31])[C:28]([O:32][CH2:33][C:34]([F:37])([F:36])[F:35])=[C:27]([Cl:38])[CH:26]=2)[N:24]=1)=[O:18].[H-].[Na+]. (8) The reactants are: COC1C=CC(C[NH:8][C:9]2[N:10]=[N:11][C:12]([C:19]3[CH:24]=[CH:23][C:22]([C:25]([F:28])([F:27])[F:26])=[CH:21][CH:20]=3)=[CH:13][C:14]=2[C:15]([F:18])([F:17])[F:16])=CC=1.OS(O)(=O)=O. Given the product [F:18][C:15]([F:16])([F:17])[C:14]1[CH:13]=[C:12]([C:19]2[CH:24]=[CH:23][C:22]([C:25]([F:28])([F:27])[F:26])=[CH:21][CH:20]=2)[N:11]=[N:10][C:9]=1[NH2:8], predict the reactants needed to synthesize it.